The task is: Regression. Given a peptide amino acid sequence and an MHC pseudo amino acid sequence, predict their binding affinity value. This is MHC class I binding data.. This data is from Peptide-MHC class I binding affinity with 185,985 pairs from IEDB/IMGT. (1) The peptide sequence is YRHDGGNVL. The MHC is Mamu-B08 with pseudo-sequence Mamu-B08. The binding affinity (normalized) is 0.302. (2) The peptide sequence is AQTVEDEARR. The MHC is HLA-B44:02 with pseudo-sequence HLA-B44:02. The binding affinity (normalized) is 0. (3) The peptide sequence is HRCQAIRK. The MHC is HLA-A02:01 with pseudo-sequence HLA-A02:01. The binding affinity (normalized) is 0. (4) The binding affinity (normalized) is 0.100. The MHC is HLA-B18:01 with pseudo-sequence HLA-B18:01. The peptide sequence is LEGSVRVVT. (5) The peptide sequence is QEMPYPFVI. The MHC is HLA-B07:02 with pseudo-sequence HLA-B07:02. The binding affinity (normalized) is 0.261.